This data is from Forward reaction prediction with 1.9M reactions from USPTO patents (1976-2016). The task is: Predict the product of the given reaction. (1) Given the reactants C([NH:4][C:5]1[CH:10]=[CH:9][C:8]([OH:11])=[CH:7][CH:6]=1)(=O)C.[H-].[Na+].Cl[C:15]1[CH:16]=[CH:17][C:18]([N+:22]([O-:24])=[O:23])=[C:19]([CH:21]=1)[NH2:20].[OH2:25].CN(C=[O:30])C, predict the reaction product. The product is: [N+:4]([C:5]1[CH:10]=[CH:9][C:8]([O:11][C:16]2[CH:15]=[CH:21][C:19]([NH2:20])=[C:18]([N+:22]([O-:24])=[O:23])[CH:17]=2)=[CH:7][CH:6]=1)([O-:30])=[O:25]. (2) Given the reactants Cl[C:2]1[N:3]=[C:4]([NH:13][C@H:14]2[CH2:19][CH2:18][C@H:17]([N:20]3[CH2:25][CH2:24][O:23][CH2:22][CH2:21]3)[CH2:16][CH2:15]2)[C:5]2[N:10]=[C:9]([CH2:11][CH3:12])[S:8][C:6]=2[N:7]=1.Cl.[CH3:27][CH:28]([N:30]1[CH:34]=[C:33]([NH2:35])[CH:32]=[N:31]1)[CH3:29].Cl, predict the reaction product. The product is: [CH2:11]([C:9]1[S:8][C:6]2[N:7]=[C:2]([NH:35][C:33]3[CH:32]=[N:31][N:30]([CH:28]([CH3:29])[CH3:27])[CH:34]=3)[N:3]=[C:4]([NH:13][C@H:14]3[CH2:19][CH2:18][C@H:17]([N:20]4[CH2:25][CH2:24][O:23][CH2:22][CH2:21]4)[CH2:16][CH2:15]3)[C:5]=2[N:10]=1)[CH3:12].